From a dataset of Forward reaction prediction with 1.9M reactions from USPTO patents (1976-2016). Predict the product of the given reaction. The product is: [NH2:34][C:31]1[N:32]=[CH:33][C:28]([C:18]2[CH:26]=[CH:25][C:21]([CH:22]=[O:23])=[CH:20][CH:19]=2)=[N:29][C:30]=1[NH:35][CH2:36][C:37]1[C:42]([F:43])=[CH:41][CH:40]=[CH:39][C:38]=1[F:44]. Given the reactants NC1N=CC([C:18]2[CH:26]=[CH:25][C:21]([C:22](O)=[O:23])=[CH:20][CH:19]=2)=NC=1NCC1C(Cl)=CC=CC=1Cl.Br[C:28]1[N:29]=[C:30]([NH:35][CH2:36][C:37]2[C:42]([F:43])=[CH:41][CH:40]=[CH:39][C:38]=2[F:44])[C:31]([NH2:34])=[N:32][CH:33]=1.CC1(C)C(C)(C)OB(C2C=CC(C=O)=CC=2)O1, predict the reaction product.